From a dataset of Reaction yield outcomes from USPTO patents with 853,638 reactions. Predict the reaction yield, written as a fraction of the theoretical maximum amount of product (1.0 means a 100% yield; for example, 0.34 means a 34% yield). (1) The reactants are OC1C=CC=C2C=1[CH2:4][N:5]([CH:12]1[CH2:17][CH2:16][C:15](=[O:18])[NH:14][C:13]1=[O:19])[C:6]2=[O:11].[C:33]1(P([C:33]2[CH:38]=[CH:37][CH:36]=[CH:35][CH:34]=2)[C:33]2[CH:38]=[CH:37][CH:36]=[CH:35][CH:34]=2)[CH:38]=[CH:37][CH:36]=[CH:35][CH:34]=1.N(C(OC(C)C)=O)=N[C:41](OC(C)C)=[O:42].[N:53]1([CH2:59][C:60]2[CH:65]=[CH:64][C:63]([CH2:66][OH:67])=[CH:62][CH:61]=2)[CH2:58][CH2:57][O:56][CH2:55][CH2:54]1. The catalyst is C1COCC1. The product is [CH3:41][O:42][C:15](=[O:18])[CH2:16][CH2:17][CH:12]([C:13](=[O:19])[NH2:14])[N:5]1[CH2:4][C:34]2[C:33](=[CH:38][CH:37]=[CH:36][C:35]=2[O:67][CH2:66][C:63]2[CH:64]=[CH:65][C:60]([CH2:59][N:53]3[CH2:58][CH2:57][O:56][CH2:55][CH2:54]3)=[CH:61][CH:62]=2)[C:6]1=[O:11]. The yield is 0.540. (2) The reactants are C[O:2][C:3]([C@H:5]1[CH2:10][CH2:9][C@H:8]([O:11][C:12]2[CH:17]=[CH:16][CH:15]=[CH:14][CH:13]=2)[CH2:7][CH2:6]1)=O.O.[NH2:19][NH2:20]. No catalyst specified. The product is [O:11]([C@H:8]1[CH2:9][CH2:10][C@H:5]([C:3]([NH:19][NH2:20])=[O:2])[CH2:6][CH2:7]1)[C:12]1[CH:17]=[CH:16][CH:15]=[CH:14][CH:13]=1. The yield is 1.00. (3) The reactants are [OH:1][CH2:2][C:3]1[CH:11]=[CH:10][C:6]([C:7]([OH:9])=[O:8])=[CH:5][CH:4]=1.[CH2:12](Br)[CH:13]=[CH2:14].C(N(C(C)C)CC)(C)C.ClCCl. The catalyst is C(Cl)(Cl)Cl. The product is [OH:1][CH2:2][C:3]1[CH:4]=[CH:5][C:6]([C:7]([O:9][CH2:14][CH:13]=[CH2:12])=[O:8])=[CH:10][CH:11]=1. The yield is 0.700.